The task is: Predict the reactants needed to synthesize the given product.. This data is from Full USPTO retrosynthesis dataset with 1.9M reactions from patents (1976-2016). (1) The reactants are: [Cl:1][CH2:2][C:3]1[CH:12]=[C:11]2[C:6]([CH:7]=[CH:8][C:9](=[O:13])[O:10]2)=[CH:5][CH:4]=1.[CH3:14][O:15][C:16]1[CH:17]=[C:18]([C:24]2[C@@H:33]3[C@@H:28]([CH2:29][CH:30]=[CH:31][CH2:32]3)[C:27](=[O:34])[N:26]([CH:35]3[CH2:40][CH2:39][N:38](C4C=CC([N+]([O-])=O)=CC=4)[CH2:37][CH2:36]3)[N:25]=2)[CH:19]=[CH:20][C:21]=1[O:22][CH3:23]. Given the product [ClH:1].[CH3:14][O:15][C:16]1[CH:17]=[C:18]([C:24]2[C@@H:33]3[C@@H:28]([CH2:29][CH:30]=[CH:31][CH2:32]3)[C:27](=[O:34])[N:26]([CH:35]3[CH2:40][CH2:39][N:38]([CH2:2][C:3]4[CH:12]=[C:11]5[C:6]([CH:7]=[CH:8][C:9](=[O:13])[O:10]5)=[CH:5][CH:4]=4)[CH2:37][CH2:36]3)[N:25]=2)[CH:19]=[CH:20][C:21]=1[O:22][CH3:23], predict the reactants needed to synthesize it. (2) Given the product [C:34]([O:38][C:39](=[O:47])[NH:40][CH:41]1[CH2:46][CH2:45][CH2:44][N:43]([C:19]2[S:20][C:16](=[CH:15][C:11]3[CH:10]=[C:9]4[C:14](=[CH:13][CH:12]=3)[N:6]([CH2:5][C:4]3[CH:24]=[CH:25][C:26]([C:28]([F:30])([F:31])[F:29])=[CH:27][C:3]=3[C:2]([F:1])([F:33])[F:32])[N:7]=[CH:8]4)[C:17](=[O:23])[N:18]=2)[CH2:42]1)([CH3:37])([CH3:35])[CH3:36].[NH2:40][C@@H:41]1[CH2:46][CH2:45][CH2:44][N:43]([C:19]2[S:20][C:16](=[CH:15][C:11]3[CH:10]=[C:9]4[C:14](=[CH:13][CH:12]=3)[N:6]([CH2:5][C:4]3[CH:24]=[CH:25][C:26]([C:28]([F:29])([F:31])[F:30])=[CH:27][C:3]=3[C:2]([F:33])([F:32])[F:1])[N:7]=[CH:8]4)[C:17](=[O:23])[N:18]=2)[CH2:42]1, predict the reactants needed to synthesize it. The reactants are: [F:1][C:2]([F:33])([F:32])[C:3]1[CH:27]=[C:26]([C:28]([F:31])([F:30])[F:29])[CH:25]=[CH:24][C:4]=1[CH2:5][N:6]1[C:14]2[C:9](=[CH:10][C:11]([CH:15]=[C:16]3[S:20][C:19](SC)=[N:18][C:17]3=[O:23])=[CH:12][CH:13]=2)[CH:8]=[N:7]1.[C:34]([O:38][C:39](=[O:47])[NH:40][C@@H:41]1[CH2:46][CH2:45][CH2:44][NH:43][CH2:42]1)([CH3:37])([CH3:36])[CH3:35]. (3) Given the product [Cl:33][CH:31]([O:30][C:28]([NH:2][CH2:3][CH:4]([CH2:16][CH:17]([CH3:19])[CH3:18])[CH2:5][C:6]([O:8][CH2:9][C:10]1[CH:11]=[CH:12][CH:13]=[CH:14][CH:15]=1)=[O:7])=[O:29])[CH3:32], predict the reactants needed to synthesize it. The reactants are: Cl.[NH2:2][CH2:3][CH:4]([CH2:16][CH:17]([CH3:19])[CH3:18])[CH2:5][C:6]([O:8][CH2:9][C:10]1[CH:15]=[CH:14][CH:13]=[CH:12][CH:11]=1)=[O:7].CN1CCOCC1.Cl[C:28]([O:30][CH:31]([Cl:33])[CH3:32])=[O:29]. (4) Given the product [CH2:35]([O:34][C:30](=[O:33])[CH2:31][CH2:32][N:21]1[CH2:20][CH2:19][C:18]2[C:23](=[CH:24][CH:25]=[CH:26][C:17]=2[C:14]2[N:13]=[C:12]([C:9]3[CH:10]=[C:11]4[C:6](=[CH:7][CH:8]=3)[N:5]([CH:27]([CH3:29])[CH3:28])[CH:4]=[C:3]4[Cl:2])[O:16][N:15]=2)[CH2:22]1)[CH3:36], predict the reactants needed to synthesize it. The reactants are: Cl.[Cl:2][C:3]1[C:11]2[C:6](=[CH:7][CH:8]=[C:9]([C:12]3[O:16][N:15]=[C:14]([C:17]4[CH:26]=[CH:25][CH:24]=[C:23]5[C:18]=4[CH2:19][CH2:20][NH:21][CH2:22]5)[N:13]=3)[CH:10]=2)[N:5]([CH:27]([CH3:29])[CH3:28])[CH:4]=1.[C:30]([O:34][CH2:35][CH3:36])(=[O:33])[CH:31]=[CH2:32]. (5) Given the product [CH2:1]([N:5]1[C:9](=[O:10])[C:8]([Cl:29])=[C:7]([C:12]2[CH:17]=[CH:16][C:15]([Cl:18])=[CH:14][CH:13]=2)[S:6]1(=[O:20])=[O:19])[CH2:2][CH2:3][CH3:4], predict the reactants needed to synthesize it. The reactants are: [CH2:1]([N:5]1[C:9](=[O:10])[C:8](O)=[C:7]([C:12]2[CH:17]=[CH:16][C:15]([Cl:18])=[CH:14][CH:13]=2)[S:6]1(=[O:20])=[O:19])[CH2:2][CH2:3][CH3:4].CN(C=O)C.C(Cl)(=O)C([Cl:29])=O. (6) Given the product [CH:1]([N:4]1[C:9]([CH3:10])=[C:8]([CH3:11])[CH:7]=[C:18]([C:17]([OH:15])=[O:19])[C:5]1=[O:14])([CH3:3])[CH3:2], predict the reactants needed to synthesize it. The reactants are: [CH:1]([N:4]1[C:9]([CH3:10])=[C:8]([CH3:11])[CH:7]=C(C#N)[C:5]1=[O:14])([CH3:3])[CH3:2].[OH-:15].[K+].[CH2:17]([OH:19])[CH3:18].